This data is from Catalyst prediction with 721,799 reactions and 888 catalyst types from USPTO. The task is: Predict which catalyst facilitates the given reaction. (1) Reactant: [CH:1]1([NH:4][C:5]2[CH:10]=[C:9]([C:11]3[C:12]([NH:17][C:18]4[CH:23]=[C:22]([N+:24]([O-])=O)[CH:21]=[CH:20][C:19]=4[CH3:27])=[N:13][CH:14]=[CH:15][CH:16]=3)[N:8]=[CH:7][N:6]=2)[CH2:3][CH2:2]1.[Sn](Cl)(Cl)(Cl)Cl. Product: [CH:1]1([NH:4][C:5]2[N:6]=[CH:7][N:8]=[C:9]([C:11]3[C:12]([NH:17][C:18]4[CH:23]=[C:22]([NH2:24])[CH:21]=[CH:20][C:19]=4[CH3:27])=[N:13][CH:14]=[CH:15][CH:16]=3)[CH:10]=2)[CH2:2][CH2:3]1. The catalyst class is: 8. (2) Reactant: [CH2:1]([NH:6][C:7]([NH2:9])=[S:8])[CH2:2][CH2:3][CH2:4][CH3:5].[C:10]([CH2:12][C:13](OCC)=[O:14])#[N:11].[O-]CC.[Na+].C(O)(=O)C. Product: [NH2:11][C:10]1[N:6]([CH2:1][CH2:2][CH2:3][CH2:4][CH3:5])[C:7](=[S:8])[NH:9][C:13](=[O:14])[CH:12]=1. The catalyst class is: 40. (3) Reactant: [Cl:1][C:2]1[N:3]=[CH:4][C:5]2[CH:6]=[CH:7][C:8]3[C:14]4[C:15](=O)[CH2:16][CH2:17][C:13]=4[NH:12][C:9]=3[C:10]=2[CH:11]=1.[NH2:19][OH:20].Cl.N1C=CC=CC=1. Product: [Cl:1][C:2]1[N:3]=[CH:4][C:5]2[CH:6]=[CH:7][C:8]3[C:14]4[C:15](=[N:19][OH:20])[CH2:16][CH2:17][C:13]=4[NH:12][C:9]=3[C:10]=2[CH:11]=1. The catalyst class is: 8. (4) Reactant: Cl.[CH2:2]([N:9]1[CH:13]=[CH:12][N:11]=[C:10]1[CH2:14]Cl)[C:3]1[CH:8]=[CH:7][CH:6]=[CH:5][CH:4]=1.[F:16][C:17]([F:38])([F:37])[C:18]1[CH:19]=[C:20]([CH:30]=[C:31]([C:33]([F:36])([F:35])[F:34])[CH:32]=1)[CH2:21][NH:22][C:23]1[N:28]=[CH:27][C:26]([Br:29])=[CH:25][N:24]=1.[H-].[Na+].C(OCC)C. Product: [CH2:2]([N:9]1[CH:13]=[CH:12][N:11]=[C:10]1[CH2:14][N:22]([CH2:21][C:20]1[CH:30]=[C:31]([C:33]([F:34])([F:35])[F:36])[CH:32]=[C:18]([C:17]([F:38])([F:37])[F:16])[CH:19]=1)[C:23]1[N:28]=[CH:27][C:26]([Br:29])=[CH:25][N:24]=1)[C:3]1[CH:8]=[CH:7][CH:6]=[CH:5][CH:4]=1. The catalyst class is: 35. (5) Reactant: C(OC([N:8]1[CH2:13][CH2:12][O:11][CH:10]([C:14]2[CH:19]=[CH:18][N:17]=[C:16]([CH:20]([CH3:22])[CH3:21])[N:15]=2)[CH2:9]1)=O)(C)(C)C.C(O)(C(F)(F)F)=O. Product: [CH:20]([C:16]1[N:15]=[C:14]([CH:10]2[O:11][CH2:12][CH2:13][NH:8][CH2:9]2)[CH:19]=[CH:18][N:17]=1)([CH3:22])[CH3:21]. The catalyst class is: 4. (6) Reactant: Cl[S:2]([OH:5])(=O)=[O:3].[NH2:6][C:7]1[CH:8]=[CH:9][CH:10]=[C:11]2[C:16]=1[N:15]=[CH:14][CH:13]=[CH:12]2.P(Cl)(Cl)(Cl)(Cl)Cl.[NH2:23][C:24]1[CH:29]=[CH:28][CH:27]=[CH:26][CH:25]=1.CCN(C(C)C)C(C)C. Product: [C:24]1([NH:23][S:2]([NH:6][C:7]2[CH:8]=[CH:9][CH:10]=[C:11]3[C:16]=2[N:15]=[CH:14][CH:13]=[CH:12]3)(=[O:5])=[O:3])[CH:29]=[CH:28][CH:27]=[CH:26][CH:25]=1. The catalyst class is: 2. (7) Reactant: [NH2:1][C:2]1[C:3]2[C:10]([C:11]3[CH:16]=[CH:15][CH:14]=[C:13]([O:17][CH2:18][CH:19]4[CH2:23][CH2:22][C:21]([CH3:25])([CH3:24])[O:20]4)[CH:12]=3)=[CH:9][N:8]([CH:26]3[CH2:31][CH2:30][N:29](C(OC(C)(C)C)=O)[CH2:28][CH2:27]3)[C:4]=2[N:5]=[CH:6][N:7]=1.C(O)(C(F)(F)F)=O. Product: [CH3:24][C:21]1([CH3:25])[O:20][CH:19]([CH2:18][O:17][C:13]2[CH:12]=[C:11]([C:10]3[C:3]4[C:2]([NH2:1])=[N:7][CH:6]=[N:5][C:4]=4[N:8]([CH:26]4[CH2:31][CH2:30][NH:29][CH2:28][CH2:27]4)[CH:9]=3)[CH:16]=[CH:15][CH:14]=2)[CH2:23][CH2:22]1. The catalyst class is: 2. (8) Reactant: [CH:1]([O:4][C:5]([N:7]1[CH2:12][CH2:11][CH:10]([CH2:13][O:14][C:15]2[CH:20]=[CH:19][C:18](B3OC(C)(C)C(C)(C)O3)=[CH:17][CH:16]=2)[CH2:9][CH2:8]1)=[O:6])([CH3:3])[CH3:2].[C:30]([O:34][C:35]([NH:37][C@H:38]([C:55](=[O:61])[N:56]1[CH2:60][CH2:59][CH2:58][CH2:57]1)[CH2:39][C:40]1[CH:45]=[CH:44][C:43](OS(C(F)(F)F)(=O)=O)=[CH:42][C:41]=1[F:54])=[O:36])([CH3:33])([CH3:32])[CH3:31].CCN(C(C)C)C(C)C.CCOC(C)=O. Product: [CH:1]([O:4][C:5]([N:7]1[CH2:8][CH2:9][CH:10]([CH2:13][O:14][C:15]2[CH:16]=[CH:17][C:18]([C:43]3[CH:44]=[CH:45][C:40]([CH2:39][C@H:38]([NH:37][C:35]([O:34][C:30]([CH3:32])([CH3:31])[CH3:33])=[O:36])[C:55](=[O:61])[N:56]4[CH2:60][CH2:59][CH2:58][CH2:57]4)=[C:41]([F:54])[CH:42]=3)=[CH:19][CH:20]=2)[CH2:11][CH2:12]1)=[O:6])([CH3:2])[CH3:3]. The catalyst class is: 18.